Dataset: Reaction yield outcomes from USPTO patents with 853,638 reactions. Task: Predict the reaction yield, written as a fraction of the theoretical maximum amount of product (1.0 means a 100% yield; for example, 0.34 means a 34% yield). (1) No catalyst specified. The reactants are [CH2:1]1[C:5]2=[C:6]([CH:13]=O)[C:7]3[CH:8]=[CH:9][CH:10]=[CH:11][C:12]=3[N:4]2[CH2:3][CH2:2]1.[CH3:15][N:16]1C2C(=CC=CC=2)C(C)=C1C=O. The product is [CH3:15][NH:16][CH2:13][C:6]1[C:7]2[CH:8]=[CH:9][CH:10]=[CH:11][C:12]=2[N:4]2[CH2:3][CH2:2][CH2:1][C:5]=12. The yield is 0.540. (2) The reactants are Br[C:2]1[CH:3]=[C:4]([C:9]([NH:12][C:13](=[O:23])[O:14][CH:15]2[CH:20]3[CH2:21][CH2:22][N:17]([CH2:18][CH2:19]3)[CH2:16]2)([CH3:11])[CH3:10])[CH:5]=[CH:6][C:7]=1[F:8].[CH3:24][CH:25]([CH3:30])[CH2:26]B(O)O. The catalyst is C([O-])(=O)C.[Pd+2].C([O-])(=O)C. The product is [N:17]12[CH2:22][CH2:21][CH:20]([CH2:19][CH2:18]1)[CH:15]([O:14][C:13](=[O:23])[NH:12][C:9]([C:4]1[CH:5]=[CH:6][C:7]([F:8])=[C:2]([CH2:24][CH:25]([CH3:30])[CH3:26])[CH:3]=1)([CH3:11])[CH3:10])[CH2:16]2. The yield is 0.230. (3) The reactants are [CH2:1]([O:3][C:4]([C:6]1[C:15](=O)[C:14]2[C:9](=[CH:10][CH:11]=[C:12]([O:17][CH3:18])[N:13]=2)[NH:8][CH:7]=1)=[O:5])[CH3:2].P(Br)(Br)[Br:20].O.C(=O)([O-])[O-].[Na+].[Na+]. The catalyst is CN(C=O)C. The product is [CH2:1]([O:3][C:4]([C:6]1[CH:7]=[N:8][C:9]2[C:14]([C:15]=1[Br:20])=[N:13][C:12]([O:17][CH3:18])=[CH:11][CH:10]=2)=[O:5])[CH3:2]. The yield is 0.900.